From a dataset of NCI-60 drug combinations with 297,098 pairs across 59 cell lines. Regression. Given two drug SMILES strings and cell line genomic features, predict the synergy score measuring deviation from expected non-interaction effect. (1) Drug 1: CCCCC(=O)OCC(=O)C1(CC(C2=C(C1)C(=C3C(=C2O)C(=O)C4=C(C3=O)C=CC=C4OC)O)OC5CC(C(C(O5)C)O)NC(=O)C(F)(F)F)O. Drug 2: C1=CN(C=N1)CC(O)(P(=O)(O)O)P(=O)(O)O. Cell line: OVCAR3. Synergy scores: CSS=27.7, Synergy_ZIP=0.786, Synergy_Bliss=-0.217, Synergy_Loewe=-2.08, Synergy_HSA=-1.38. (2) Drug 2: CN(C(=O)NC(C=O)C(C(C(CO)O)O)O)N=O. Cell line: OVCAR3. Drug 1: C1=C(C(=O)NC(=O)N1)F. Synergy scores: CSS=57.6, Synergy_ZIP=-0.253, Synergy_Bliss=-3.52, Synergy_Loewe=-23.4, Synergy_HSA=-5.56. (3) Drug 1: CN1C(=O)N2C=NC(=C2N=N1)C(=O)N. Drug 2: C1CN(P(=O)(OC1)NCCCl)CCCl. Cell line: SK-OV-3. Synergy scores: CSS=-1.35, Synergy_ZIP=4.18, Synergy_Bliss=6.73, Synergy_Loewe=0.614, Synergy_HSA=0.486. (4) Drug 1: CNC(=O)C1=CC=CC=C1SC2=CC3=C(C=C2)C(=NN3)C=CC4=CC=CC=N4. Drug 2: CN(C)N=NC1=C(NC=N1)C(=O)N. Cell line: UO-31. Synergy scores: CSS=9.37, Synergy_ZIP=-5.18, Synergy_Bliss=-3.14, Synergy_Loewe=-3.48, Synergy_HSA=-3.12. (5) Drug 1: CNC(=O)C1=CC=CC=C1SC2=CC3=C(C=C2)C(=NN3)C=CC4=CC=CC=N4. Drug 2: C(=O)(N)NO. Cell line: MALME-3M. Synergy scores: CSS=8.30, Synergy_ZIP=-1.62, Synergy_Bliss=3.33, Synergy_Loewe=2.94, Synergy_HSA=2.53. (6) Drug 1: CN1C2=C(C=C(C=C2)N(CCCl)CCCl)N=C1CCCC(=O)O.Cl. Drug 2: CC1C(C(CC(O1)OC2CC(CC3=C2C(=C4C(=C3O)C(=O)C5=CC=CC=C5C4=O)O)(C(=O)C)O)N)O. Cell line: CAKI-1. Synergy scores: CSS=43.8, Synergy_ZIP=1.76, Synergy_Bliss=1.52, Synergy_Loewe=-1.17, Synergy_HSA=3.77.